This data is from NCI-60 drug combinations with 297,098 pairs across 59 cell lines. The task is: Regression. Given two drug SMILES strings and cell line genomic features, predict the synergy score measuring deviation from expected non-interaction effect. (1) Drug 1: CC1C(C(=O)NC(C(=O)N2CCCC2C(=O)N(CC(=O)N(C(C(=O)O1)C(C)C)C)C)C(C)C)NC(=O)C3=C4C(=C(C=C3)C)OC5=C(C(=O)C(=C(C5=N4)C(=O)NC6C(OC(=O)C(N(C(=O)CN(C(=O)C7CCCN7C(=O)C(NC6=O)C(C)C)C)C)C(C)C)C)N)C. Drug 2: C#CCC(CC1=CN=C2C(=N1)C(=NC(=N2)N)N)C3=CC=C(C=C3)C(=O)NC(CCC(=O)O)C(=O)O. Cell line: UO-31. Synergy scores: CSS=49.3, Synergy_ZIP=6.07, Synergy_Bliss=0.0669, Synergy_Loewe=-27.1, Synergy_HSA=-2.42. (2) Drug 1: C1CCC(CC1)NC(=O)N(CCCl)N=O. Drug 2: N.N.Cl[Pt+2]Cl. Cell line: IGROV1. Synergy scores: CSS=36.1, Synergy_ZIP=5.61, Synergy_Bliss=8.38, Synergy_Loewe=8.81, Synergy_HSA=9.40. (3) Drug 1: CC1=C(C=C(C=C1)NC(=O)C2=CC=C(C=C2)CN3CCN(CC3)C)NC4=NC=CC(=N4)C5=CN=CC=C5. Drug 2: CN(C(=O)NC(C=O)C(C(C(CO)O)O)O)N=O. Cell line: A498. Synergy scores: CSS=-4.38, Synergy_ZIP=-0.378, Synergy_Bliss=-5.41, Synergy_Loewe=-4.75, Synergy_HSA=-6.47. (4) Drug 1: C1CC(=O)NC(=O)C1N2CC3=C(C2=O)C=CC=C3N. Drug 2: CS(=O)(=O)OCCCCOS(=O)(=O)C. Cell line: UO-31. Synergy scores: CSS=3.25, Synergy_ZIP=-1.52, Synergy_Bliss=2.14, Synergy_Loewe=0.139, Synergy_HSA=1.57. (5) Drug 1: C(CCl)NC(=O)N(CCCl)N=O. Drug 2: CC1CCCC2(C(O2)CC(NC(=O)CC(C(C(=O)C(C1O)C)(C)C)O)C(=CC3=CSC(=N3)C)C)C. Cell line: BT-549. Synergy scores: CSS=49.7, Synergy_ZIP=-0.0503, Synergy_Bliss=-1.68, Synergy_Loewe=-14.1, Synergy_HSA=0.970. (6) Synergy scores: CSS=2.56, Synergy_ZIP=2.70, Synergy_Bliss=6.67, Synergy_Loewe=-3.14, Synergy_HSA=0.923. Drug 1: CC1=CC2C(CCC3(C2CCC3(C(=O)C)OC(=O)C)C)C4(C1=CC(=O)CC4)C. Cell line: HS 578T. Drug 2: C1C(C(OC1N2C=NC(=NC2=O)N)CO)O. (7) Drug 1: CC1C(C(CC(O1)OC2CC(OC(C2O)C)OC3=CC4=CC5=C(C(=O)C(C(C5)C(C(=O)C(C(C)O)O)OC)OC6CC(C(C(O6)C)O)OC7CC(C(C(O7)C)O)OC8CC(C(C(O8)C)O)(C)O)C(=C4C(=C3C)O)O)O)O. Drug 2: C1CN(CCN1C(=O)CCBr)C(=O)CCBr. Cell line: SK-MEL-5. Synergy scores: CSS=60.9, Synergy_ZIP=-4.48, Synergy_Bliss=-1.86, Synergy_Loewe=-5.90, Synergy_HSA=-0.268. (8) Drug 1: C1=C(C(=O)NC(=O)N1)F. Drug 2: CCC1=C2CN3C(=CC4=C(C3=O)COC(=O)C4(CC)O)C2=NC5=C1C=C(C=C5)O. Cell line: SW-620. Synergy scores: CSS=47.8, Synergy_ZIP=-7.22, Synergy_Bliss=-8.09, Synergy_Loewe=-2.53, Synergy_HSA=-0.459. (9) Drug 1: CC(CN1CC(=O)NC(=O)C1)N2CC(=O)NC(=O)C2. Drug 2: CC12CCC3C(C1CCC2OP(=O)(O)O)CCC4=C3C=CC(=C4)OC(=O)N(CCCl)CCCl.[Na+]. Cell line: MCF7. Synergy scores: CSS=11.5, Synergy_ZIP=-4.27, Synergy_Bliss=0.360, Synergy_Loewe=-16.9, Synergy_HSA=-6.57.